Dataset: NCI-60 drug combinations with 297,098 pairs across 59 cell lines. Task: Regression. Given two drug SMILES strings and cell line genomic features, predict the synergy score measuring deviation from expected non-interaction effect. (1) Drug 1: CC1C(C(CC(O1)OC2CC(OC(C2O)C)OC3=CC4=CC5=C(C(=O)C(C(C5)C(C(=O)C(C(C)O)O)OC)OC6CC(C(C(O6)C)O)OC7CC(C(C(O7)C)O)OC8CC(C(C(O8)C)O)(C)O)C(=C4C(=C3C)O)O)O)O. Drug 2: C1CNP(=O)(OC1)N(CCCl)CCCl. Cell line: OVCAR3. Synergy scores: CSS=8.79, Synergy_ZIP=1.27, Synergy_Bliss=4.13, Synergy_Loewe=-53.2, Synergy_HSA=1.74. (2) Drug 1: C1CCC(C1)C(CC#N)N2C=C(C=N2)C3=C4C=CNC4=NC=N3. Drug 2: CC1=C(C=C(C=C1)NC2=NC=CC(=N2)N(C)C3=CC4=NN(C(=C4C=C3)C)C)S(=O)(=O)N.Cl. Cell line: HCT-15. Synergy scores: CSS=-1.06, Synergy_ZIP=1.64, Synergy_Bliss=0.545, Synergy_Loewe=-2.79, Synergy_HSA=-2.24. (3) Drug 1: CC1=C(C(CCC1)(C)C)C=CC(=CC=CC(=CC(=O)O)C)C. Drug 2: CC12CCC3C(C1CCC2O)C(CC4=C3C=CC(=C4)O)CCCCCCCCCS(=O)CCCC(C(F)(F)F)(F)F. Cell line: OVCAR-5. Synergy scores: CSS=0.0225, Synergy_ZIP=-0.510, Synergy_Bliss=1.33, Synergy_Loewe=-0.342, Synergy_HSA=0.264. (4) Drug 1: CC1=C(N=C(N=C1N)C(CC(=O)N)NCC(C(=O)N)N)C(=O)NC(C(C2=CN=CN2)OC3C(C(C(C(O3)CO)O)O)OC4C(C(C(C(O4)CO)O)OC(=O)N)O)C(=O)NC(C)C(C(C)C(=O)NC(C(C)O)C(=O)NCCC5=NC(=CS5)C6=NC(=CS6)C(=O)NCCC[S+](C)C)O. Drug 2: CN1C2=C(C=C(C=C2)N(CCCl)CCCl)N=C1CCCC(=O)O.Cl. Cell line: PC-3. Synergy scores: CSS=12.3, Synergy_ZIP=-2.81, Synergy_Bliss=2.17, Synergy_Loewe=-11.6, Synergy_HSA=1.05. (5) Drug 1: C1=CC(=CC=C1CC(C(=O)O)N)N(CCCl)CCCl.Cl. Synergy scores: CSS=40.0, Synergy_ZIP=-8.24, Synergy_Bliss=-4.12, Synergy_Loewe=-4.11, Synergy_HSA=-3.57. Drug 2: CCC1(C2=C(COC1=O)C(=O)N3CC4=CC5=C(C=CC(=C5CN(C)C)O)N=C4C3=C2)O.Cl. Cell line: 786-0. (6) Drug 1: CC(CN1CC(=O)NC(=O)C1)N2CC(=O)NC(=O)C2. Drug 2: CC=C1C(=O)NC(C(=O)OC2CC(=O)NC(C(=O)NC(CSSCCC=C2)C(=O)N1)C(C)C)C(C)C. Cell line: SW-620. Synergy scores: CSS=66.0, Synergy_ZIP=1.54, Synergy_Bliss=1.61, Synergy_Loewe=1.95, Synergy_HSA=3.16. (7) Drug 1: C1=NC2=C(N=C(N=C2N1C3C(C(C(O3)CO)O)F)Cl)N. Drug 2: CC1C(C(CC(O1)OC2CC(CC3=C2C(=C4C(=C3O)C(=O)C5=CC=CC=C5C4=O)O)(C(=O)C)O)N)O. Cell line: SK-MEL-28. Synergy scores: CSS=56.3, Synergy_ZIP=-7.14, Synergy_Bliss=-4.65, Synergy_Loewe=-6.58, Synergy_HSA=-1.42. (8) Drug 1: CS(=O)(=O)C1=CC(=C(C=C1)C(=O)NC2=CC(=C(C=C2)Cl)C3=CC=CC=N3)Cl. Drug 2: CN1CCC(CC1)COC2=C(C=C3C(=C2)N=CN=C3NC4=C(C=C(C=C4)Br)F)OC. Cell line: SW-620. Synergy scores: CSS=-0.482, Synergy_ZIP=0.423, Synergy_Bliss=0.471, Synergy_Loewe=-6.93, Synergy_HSA=-2.80. (9) Drug 1: C1CN1P(=S)(N2CC2)N3CC3. Drug 2: CC1=C(C(=CC=C1)Cl)NC(=O)C2=CN=C(S2)NC3=CC(=NC(=N3)C)N4CCN(CC4)CCO. Cell line: K-562. Synergy scores: CSS=57.5, Synergy_ZIP=8.39, Synergy_Bliss=12.4, Synergy_Loewe=-11.3, Synergy_HSA=8.36.